Dataset: Forward reaction prediction with 1.9M reactions from USPTO patents (1976-2016). Task: Predict the product of the given reaction. (1) Given the reactants F[B-](F)(F)F.[F:6][S:7]([F:19])([F:18])([F:17])([F:16])[C:8]1[CH:13]=[CH:12][C:11]([N+]#N)=[CH:10][CH:9]=1, predict the reaction product. The product is: [F:6][S:7]([F:19])([F:18])([F:17])([F:16])[C:8]1([C:8]2[CH:13]=[CH:12][CH:11]=[CH:10][CH:9]=2)[CH:13]=[CH:12][C:11]([S:7]([F:19])([F:18])([F:17])([F:16])[F:6])=[CH:10][CH2:9]1. (2) Given the reactants C(OC([N:8]1[CH2:13][CH2:12][C:11](=O)[CH2:10][CH2:9]1)=O)(C)(C)C.[CH2:15]([NH2:22])[C:16]1[CH:21]=[CH:20][CH:19]=[CH:18][CH:17]=1.[F:23][C:24]([F:38])([F:37])[O:25][C:26]1[CH:31]=[CH:30][C:29]([CH:32]=[CH:33][N+]([O-])=O)=[CH:28][CH:27]=1, predict the reaction product. The product is: [CH2:15]([N:22]1[C:11]2[CH2:10][CH2:9][NH:8][CH2:13][C:12]=2[C:32]([C:29]2[CH:28]=[CH:27][C:26]([O:25][C:24]([F:23])([F:37])[F:38])=[CH:31][CH:30]=2)=[CH:33]1)[C:16]1[CH:21]=[CH:20][CH:19]=[CH:18][CH:17]=1. (3) Given the reactants [C:1]([CH:3]([CH2:9][C:10]([C:12]1[CH:17]=[CH:16][CH:15]=[CH:14][C:13]=1[F:18])=O)[C:4]([O:6][CH2:7][CH3:8])=[O:5])#[N:2].C(OCC)(=O)C.[ClH:25], predict the reaction product. The product is: [Cl:25][C:1]1[NH:2][C:10]([C:12]2[CH:17]=[CH:16][CH:15]=[CH:14][C:13]=2[F:18])=[CH:9][C:3]=1[C:4]([O:6][CH2:7][CH3:8])=[O:5]. (4) The product is: [CH:12]12[CH2:17][CH:9]([C:8]3[C:7]([B:18]([OH:21])[OH:19])=[CH:16][CH:15]=[CH:14][C:13]=31)[CH2:10][CH2:11]2. Given the reactants C([Li])CCC.Br[C:7]1[CH:16]=[CH:15][CH:14]=[C:13]2[C:8]=1[CH:9]1[CH2:17][CH:12]2[CH2:11][CH2:10]1.[B:18](OC)([O:21]C)[O:19]C.Cl, predict the reaction product. (5) Given the reactants [NH2:1][CH2:2][CH2:3][C:4]#[C:5][C:6]1[CH:15]=[CH:14][C:9]([C:10]([NH:12][CH3:13])=[O:11])=[C:8]([NH:16][CH2:17][CH3:18])[N:7]=1, predict the reaction product. The product is: [NH2:1][CH2:2][CH2:3][CH2:4][CH2:5][C:6]1[CH:15]=[CH:14][C:9]([C:10]([NH:12][CH3:13])=[O:11])=[C:8]([NH:16][CH2:17][CH3:18])[N:7]=1. (6) Given the reactants OCCN1CCN(CC(NC2C(SC)=NC(C)=CC=2SC)=O)CC1.O[CH2:26][CH2:27][N:28]1[CH2:33][CH2:32][N:31]([CH2:34][C:35]([NH:37][C:38]2[C:39]([N:50]3[CH2:54][CH2:53][CH2:52][CH2:51]3)=[N:40][C:41]([CH3:49])=[CH:42][C:43]=2[N:44]2[CH2:48][CH2:47][CH2:46][CH2:45]2)=[O:36])[CH2:30][CH2:29]1.SC1NC2C=CC=CC=2N=1.[SH:65][C:66]1[O:67][C:68]2[C:74]([C:75]([F:78])([F:77])[F:76])=[CH:73][CH:72]=[CH:71][C:69]=2[N:70]=1, predict the reaction product. The product is: [F:76][C:75]([F:78])([F:77])[C:74]1[C:68]2[O:67][C:66]([S:65][CH2:26][CH2:27][N:28]3[CH2:29][CH2:30][N:31]([CH2:34][C:35]([NH:37][C:38]4[C:39]([N:50]5[CH2:51][CH2:52][CH2:53][CH2:54]5)=[N:40][C:41]([CH3:49])=[CH:42][C:43]=4[N:44]4[CH2:45][CH2:46][CH2:47][CH2:48]4)=[O:36])[CH2:32][CH2:33]3)=[N:70][C:69]=2[CH:71]=[CH:72][CH:73]=1.